This data is from NCI-60 drug combinations with 297,098 pairs across 59 cell lines. The task is: Regression. Given two drug SMILES strings and cell line genomic features, predict the synergy score measuring deviation from expected non-interaction effect. (1) Synergy scores: CSS=-1.88, Synergy_ZIP=-1.33, Synergy_Bliss=-4.20, Synergy_Loewe=-3.89, Synergy_HSA=-3.46. Cell line: UACC62. Drug 2: CCCCC(=O)OCC(=O)C1(CC(C2=C(C1)C(=C3C(=C2O)C(=O)C4=C(C3=O)C=CC=C4OC)O)OC5CC(C(C(O5)C)O)NC(=O)C(F)(F)F)O. Drug 1: CN(C)N=NC1=C(NC=N1)C(=O)N. (2) Drug 1: CC1=C2C(C(=O)C3(C(CC4C(C3C(C(C2(C)C)(CC1OC(=O)C(C(C5=CC=CC=C5)NC(=O)C6=CC=CC=C6)O)O)OC(=O)C7=CC=CC=C7)(CO4)OC(=O)C)O)C)OC(=O)C. Drug 2: CC1C(C(CC(O1)OC2CC(CC3=C2C(=C4C(=C3O)C(=O)C5=C(C4=O)C(=CC=C5)OC)O)(C(=O)CO)O)N)O.Cl. Cell line: NCI-H460. Synergy scores: CSS=52.3, Synergy_ZIP=-2.22, Synergy_Bliss=-3.99, Synergy_Loewe=-1.69, Synergy_HSA=0.735.